From a dataset of Reaction yield outcomes from USPTO patents with 853,638 reactions. Predict the reaction yield, written as a fraction of the theoretical maximum amount of product (1.0 means a 100% yield; for example, 0.34 means a 34% yield). (1) The reactants are [CH2:1]([Li])[CH2:2][CH2:3][CH3:4].[C:6]([C:9]1[C:10]([O:27][CH2:28][C:29]2[CH:34]=[CH:33][CH:32]=[CH:31][CH:30]=2)=[CH:11][C:12]([O:19]CC2C=CC=CC=2)=[C:13]([CH:18]=1)[C:14]([O:16][CH3:17])=[O:15])(=O)[CH3:7].[CH3:35]O.O1C[CH2:40][CH2:39][CH2:38]1. The catalyst is [Br-].C[P+](C1C=CC=CC=1)(C1C=CC=CC=1)C1C=CC=CC=1. The product is [CH2:1]([O:19][C:12]1[CH:11]=[C:10]([O:27][CH2:28][C:29]2[CH:34]=[CH:33][CH:32]=[CH:31][CH:30]=2)[C:9]([C:6]([CH3:35])=[CH2:7])=[CH:18][C:13]=1[C:14]([O:16][CH3:17])=[O:15])[C:2]1[CH:40]=[CH:39][CH:38]=[CH:4][CH:3]=1. The yield is 0.360. (2) The reactants are Cl[C:2]1[C:3]([NH2:9])=[N:4][CH:5]=[N:6][C:7]=1Cl.[O:10]([C:17]1[CH:22]=[CH:21][C:20](B(O)O)=[CH:19][CH:18]=1)[C:11]1[CH:16]=[CH:15][CH:14]=[CH:13][CH:12]=1.[NH2:26][CH2:27][CH:28]1[CH2:33][CH2:32][N:31]([C:34]([O:36]C(C)(C)C)=O)[CH2:30][CH2:29]1.[F:41][CH:42]1[CH2:45][N:44]([CH2:46]/[CH:47]=[CH:48]/C(O)=O)[CH2:43]1. No catalyst specified. The product is [NH2:9][C:3]1[N:4]=[CH:5][N:6]=[C:7]([NH:26][CH2:27][CH:28]2[CH2:29][CH2:30][N:31]([C:34](=[O:36])/[CH:48]=[CH:47]/[CH2:46][N:44]3[CH2:45][CH:42]([F:41])[CH2:43]3)[CH2:32][CH2:33]2)[C:2]=1[C:20]1[CH:21]=[CH:22][C:17]([O:10][C:11]2[CH:16]=[CH:15][CH:14]=[CH:13][CH:12]=2)=[CH:18][CH:19]=1. The yield is 0.0600. (3) The reactants are [C:1]([C:4]1[CH:9]=[CH:8][CH:7]=[CH:6][CH:5]=1)(=[O:3])[CH3:2].C(O)(=O)C.[Br:14]Br. No catalyst specified. The product is [Br:14][CH2:2][C:1]([C:4]1[CH:9]=[CH:8][CH:7]=[CH:6][CH:5]=1)=[O:3]. The yield is 0.410. (4) The reactants are [Cl:1][CH2:2][CH2:3][CH2:4][CH2:5][C:6]([NH:8][C:9]1[CH:14]=[C:13]([F:15])[CH:12]=[CH:11][C:10]=1[O:16][C:17]1[CH:22]=[CH:21][CH:20]=[CH:19][CH:18]=1)=O. The catalyst is C(OCC)(=O)C. The product is [F:15][C:13]1[CH:12]=[CH:11][C:10]2[O:16][C:17]3[CH:22]=[CH:21][CH:20]=[CH:19][C:18]=3[C:6]([CH2:5][CH2:4][CH2:3][CH2:2][Cl:1])=[N:8][C:9]=2[CH:14]=1. The yield is 0.900. (5) The reactants are C[O:2][C:3]([C:5]1[CH:17]=[CH:16][C:8]2[N:9]([CH2:12][CH2:13][C:14]#[N:15])[CH:10]=[N:11][C:7]=2[CH:6]=1)=[O:4].[Li+].[OH-].CO. The yield is 0.950. The product is [C:14]([CH2:13][CH2:12][N:9]1[C:8]2[CH:16]=[CH:17][C:5]([C:3]([OH:4])=[O:2])=[CH:6][C:7]=2[N:11]=[CH:10]1)#[N:15]. The catalyst is C1COCC1.O. (6) The reactants are [Cl:1][C:2]1[C:7]([N+:8]([O-])=O)=[CH:6][CH:5]=[CH:4][C:3]=1[O:11][CH3:12].C([O-])([O-])=O.[Na+].[Na+]. The catalyst is C(O)(=O)C.C(O)C.O.[Fe]. The product is [Cl:1][C:2]1[C:3]([O:11][CH3:12])=[CH:4][CH:5]=[CH:6][C:7]=1[NH2:8]. The yield is 1.00.